This data is from Catalyst prediction with 721,799 reactions and 888 catalyst types from USPTO. The task is: Predict which catalyst facilitates the given reaction. Reactant: C(OCC)(=O)C.[ClH:7].[O:8]=[C:9]([C:30]1[CH:31]=[C:32]2[C:37]3=[C:38]([CH2:40][CH2:41][N:36]3[C:35](=[O:42])[CH2:34][CH2:33]2)[CH:39]=1)[CH2:10][CH2:11][CH2:12][CH2:13][N:14]([CH2:22][CH2:23][C:24]1[CH:29]=[CH:28][CH:27]=[CH:26][CH:25]=1)C(=O)OC(C)(C)C. Product: [ClH:7].[C:24]1([CH2:23][CH2:22][NH:14][CH2:13][CH2:12][CH2:11][CH2:10][C:9]([C:30]2[CH:31]=[C:32]3[C:37]4=[C:38]([CH2:40][CH2:41][N:36]4[C:35](=[O:42])[CH2:34][CH2:33]3)[CH:39]=2)=[O:8])[CH:25]=[CH:26][CH:27]=[CH:28][CH:29]=1. The catalyst class is: 8.